This data is from NCI-60 drug combinations with 297,098 pairs across 59 cell lines. The task is: Regression. Given two drug SMILES strings and cell line genomic features, predict the synergy score measuring deviation from expected non-interaction effect. Drug 1: C1=CC(=CC=C1CC(C(=O)O)N)N(CCCl)CCCl.Cl. Synergy scores: CSS=30.7, Synergy_ZIP=-5.67, Synergy_Bliss=4.35, Synergy_Loewe=-25.6, Synergy_HSA=4.69. Cell line: MALME-3M. Drug 2: CC1=C(C(=O)C2=C(C1=O)N3CC4C(C3(C2COC(=O)N)OC)N4)N.